From a dataset of Full USPTO retrosynthesis dataset with 1.9M reactions from patents (1976-2016). Predict the reactants needed to synthesize the given product. (1) The reactants are: [CH3:1][C:2]1[C:7]([C:8]([F:11])([F:10])[F:9])=[CH:6][CH:5]=[CH:4][C:3]=1[CH2:12][NH:13][C:14]1[N:15]=[C:16]([N:22]2[CH2:27][CH2:26][O:25][CH2:24][CH2:23]2)[S:17][C:18]=1[C:19]([NH2:21])=[O:20].[C:28]([O:31][CH2:32][C:33](Cl)=O)(=[O:30])[CH3:29]. Given the product [C:28]([O:31][CH2:32][C:33]1[N:13]([CH2:12][C:3]2[CH:4]=[CH:5][CH:6]=[C:7]([C:8]([F:9])([F:10])[F:11])[C:2]=2[CH3:1])[C:14]2[N:15]=[C:16]([N:22]3[CH2:23][CH2:24][O:25][CH2:26][CH2:27]3)[S:17][C:18]=2[C:19](=[O:20])[N:21]=1)(=[O:30])[CH3:29], predict the reactants needed to synthesize it. (2) Given the product [Br:1][C:2]1[CH:3]=[C:4]([O:11][C@@H:20]([C:14]2[CH:15]=[C:16]([F:19])[CH:17]=[CH:18][C:13]=2[F:12])[CH3:21])[C:5]([N+:8]([O-:10])=[O:9])=[N:6][CH:7]=1, predict the reactants needed to synthesize it. The reactants are: [Br:1][C:2]1[CH:3]=[C:4]([OH:11])[C:5]([N+:8]([O-:10])=[O:9])=[N:6][CH:7]=1.[F:12][C:13]1[CH:18]=[CH:17][C:16]([F:19])=[CH:15][C:14]=1[C@@H:20](O)[CH3:21]. (3) Given the product [CH2:7]([O:14][C:15]([NH:17][C:18]([CH:37]=[O:38])([CH2:24][CH2:25][CH2:26][CH2:27][B:28]1[O:32][C:31]([CH3:33])([CH3:34])[C:30]([CH3:36])([CH3:35])[O:29]1)[C:19]([O:21][CH2:22][CH3:23])=[O:20])=[O:16])[C:8]1[CH:9]=[CH:10][CH:11]=[CH:12][CH:13]=1, predict the reactants needed to synthesize it. The reactants are: C(Cl)(=O)C(Cl)=O.[CH2:7]([O:14][C:15]([NH:17][C:18]([CH2:37][OH:38])([CH2:24][CH2:25][CH2:26][CH2:27][B:28]1[O:32][C:31]([CH3:34])([CH3:33])[C:30]([CH3:36])([CH3:35])[O:29]1)[C:19]([O:21][CH2:22][CH3:23])=[O:20])=[O:16])[C:8]1[CH:13]=[CH:12][CH:11]=[CH:10][CH:9]=1.C(N(CC)CC)C. (4) Given the product [CH2:12]([C:13]1[C:1]2[C:8]3=[C:7]4[C:23](=[CH:3][CH:2]=2)[CH:22]=[CH:21][C:20]([CH2:25][CH2:38][CH2:37][CH2:36][CH2:35][CH2:34][CH2:33][CH2:32][CH2:31][CH2:40][CH2:39][CH2:28][CH2:29][CH3:30])=[C:19]4[CH:18]=[CH:17][C:16]3=[CH:15][CH:14]=1)[CH2:11][CH2:10][CH2:4][CH2:5][CH2:6][CH2:2][CH2:3][CH2:4][CH2:5][CH2:6][CH2:7][CH2:8][CH3:1], predict the reactants needed to synthesize it. The reactants are: [CH:1]12B[CH:5]([CH2:6][CH2:7][CH2:8]1)[CH2:4][CH2:3][CH2:2]2.[CH2:10]=[CH:11][CH2:12][CH2:13][CH2:14][CH2:15][CH2:16][CH2:17][CH2:18][CH2:19][CH2:20][CH2:21][CH2:22][CH3:23].Br[C:25]1[C:38]2[C:39]3=[C:40]4[C:35](=[CH:36][CH:37]=2)[CH:34]=[CH:33][C:32](Br)=[C:31]4[CH:30]=[CH:29][C:28]3=CC=1.[OH-].[Na+].